Dataset: NCI-60 drug combinations with 297,098 pairs across 59 cell lines. Task: Regression. Given two drug SMILES strings and cell line genomic features, predict the synergy score measuring deviation from expected non-interaction effect. (1) Drug 1: C1CC(=O)NC(=O)C1N2CC3=C(C2=O)C=CC=C3N. Drug 2: C(CN)CNCCSP(=O)(O)O. Cell line: PC-3. Synergy scores: CSS=6.20, Synergy_ZIP=-3.37, Synergy_Bliss=-3.47, Synergy_Loewe=-1.40, Synergy_HSA=-4.07. (2) Drug 1: C1=CN(C=N1)CC(O)(P(=O)(O)O)P(=O)(O)O. Drug 2: CC(C)(C#N)C1=CC(=CC(=C1)CN2C=NC=N2)C(C)(C)C#N. Cell line: NCI-H522. Synergy scores: CSS=7.59, Synergy_ZIP=1.37, Synergy_Bliss=-2.03, Synergy_Loewe=1.82, Synergy_HSA=1.54. (3) Drug 1: CN(C)N=NC1=C(NC=N1)C(=O)N. Drug 2: C1=NNC2=C1C(=O)NC=N2. Cell line: NCI-H460. Synergy scores: CSS=12.2, Synergy_ZIP=-3.61, Synergy_Bliss=1.77, Synergy_Loewe=-2.80, Synergy_HSA=0.365. (4) Drug 1: C1=NC2=C(N=C(N=C2N1C3C(C(C(O3)CO)O)O)F)N. Drug 2: CC(C)(C#N)C1=CC(=CC(=C1)CN2C=NC=N2)C(C)(C)C#N. Cell line: LOX IMVI. Synergy scores: CSS=2.55, Synergy_ZIP=-4.47, Synergy_Bliss=-6.58, Synergy_Loewe=-12.0, Synergy_HSA=-11.4. (5) Drug 2: C1CN1C2=NC(=NC(=N2)N3CC3)N4CC4. Drug 1: CCCCC(=O)OCC(=O)C1(CC(C2=C(C1)C(=C3C(=C2O)C(=O)C4=C(C3=O)C=CC=C4OC)O)OC5CC(C(C(O5)C)O)NC(=O)C(F)(F)F)O. Cell line: HCT116. Synergy scores: CSS=42.1, Synergy_ZIP=-2.74, Synergy_Bliss=0.0233, Synergy_Loewe=-13.7, Synergy_HSA=-6.65. (6) Drug 1: CCCCCOC(=O)NC1=NC(=O)N(C=C1F)C2C(C(C(O2)C)O)O. Drug 2: CC1=C(N=C(N=C1N)C(CC(=O)N)NCC(C(=O)N)N)C(=O)NC(C(C2=CN=CN2)OC3C(C(C(C(O3)CO)O)O)OC4C(C(C(C(O4)CO)O)OC(=O)N)O)C(=O)NC(C)C(C(C)C(=O)NC(C(C)O)C(=O)NCCC5=NC(=CS5)C6=NC(=CS6)C(=O)NCCC[S+](C)C)O. Cell line: OVCAR-8. Synergy scores: CSS=32.0, Synergy_ZIP=-9.48, Synergy_Bliss=-0.479, Synergy_Loewe=-44.4, Synergy_HSA=0.320. (7) Drug 1: C1CC(=O)NC(=O)C1N2CC3=C(C2=O)C=CC=C3N. Drug 2: CN1C(=O)N2C=NC(=C2N=N1)C(=O)N. Cell line: NCI-H322M. Synergy scores: CSS=1.32, Synergy_ZIP=1.77, Synergy_Bliss=3.36, Synergy_Loewe=-0.234, Synergy_HSA=-2.13. (8) Drug 1: CCC1(CC2CC(C3=C(CCN(C2)C1)C4=CC=CC=C4N3)(C5=C(C=C6C(=C5)C78CCN9C7C(C=CC9)(C(C(C8N6C)(C(=O)OC)O)OC(=O)C)CC)OC)C(=O)OC)O.OS(=O)(=O)O. Drug 2: CC1C(C(CC(O1)OC2CC(CC3=C2C(=C4C(=C3O)C(=O)C5=CC=CC=C5C4=O)O)(C(=O)C)O)N)O. Cell line: CAKI-1. Synergy scores: CSS=42.3, Synergy_ZIP=0.0392, Synergy_Bliss=1.14, Synergy_Loewe=0.0479, Synergy_HSA=2.55.